This data is from Catalyst prediction with 721,799 reactions and 888 catalyst types from USPTO. The task is: Predict which catalyst facilitates the given reaction. (1) Reactant: [OH:1][C:2]1[CH:3]=[C:4](/[CH:8]=[CH:9]/[C:10]([OH:12])=O)[CH:5]=[CH:6][CH:7]=1.S(Cl)(Cl)=O.[Cl:17][C:18]1[CH:19]=[C:20]([CH:22]=[CH:23][CH:24]=1)[NH2:21].C(N(CC)CC)C. Product: [Cl:17][C:18]1[CH:19]=[C:20]([NH:21][C:10](=[O:12])/[CH:9]=[CH:8]/[C:4]2[CH:5]=[CH:6][CH:7]=[C:2]([OH:1])[CH:3]=2)[CH:22]=[CH:23][CH:24]=1. The catalyst class is: 76. (2) Reactant: Br[C:2]1[CH:7]=[C:6]([Cl:8])[N:5]=[N:4][C:3]=1[NH2:9].Br[CH2:11][C:12]([C:14]1[S:15][C:16]([C:19]2[CH:24]=[CH:23][CH:22]=[CH:21][N:20]=2)=[CH:17][CH:18]=1)=O.[NH:25]1[CH2:30][CH2:29][O:28][CH2:27][CH2:26]1. Product: [Cl:8][C:6]1[CH:7]=[C:2]([N:25]2[CH2:30][CH2:29][O:28][CH2:27][CH2:26]2)[C:3]2[N:4]([CH:11]=[C:12]([C:14]3[S:15][C:16]([C:19]4[CH:24]=[CH:23][CH:22]=[CH:21][N:20]=4)=[CH:17][CH:18]=3)[N:9]=2)[N:5]=1. The catalyst class is: 8. (3) Reactant: C[O:2][C:3]([C:5]1[CH:6]=[C:7]2[C:20](=[CH:21][CH:22]=1)[C:19]1[C:10](=[C:11]3[C:16](=[CH:17][CH:18]=1)[CH:15]=[C:14]([O:23][CH3:24])[CH:13]=[CH:12]3)[CH:9]([C:25]1[CH:30]=[CH:29][C:28]([O:31][CH2:32][CH2:33][N:34]3[CH2:39][CH2:38][CH2:37][CH2:36][CH2:35]3)=[CH:27][CH:26]=1)[O:8]2)=[O:4].[OH-].[Na+].Cl. Product: [CH3:33][NH2:34].[CH3:24][O:23][C:14]1[CH:13]=[CH:12][C:11]2[C:16](=[CH:17][CH:18]=[C:19]3[C:10]=2[CH:9]([C:25]2[CH:26]=[CH:27][C:28]([O:31][CH2:32][CH2:33][N:34]4[CH2:35][CH2:36][CH2:37][CH2:38][CH2:39]4)=[CH:29][CH:30]=2)[O:8][C:7]2[C:20]3=[CH:21][CH:22]=[C:5]([C:3]([OH:4])=[O:2])[CH:6]=2)[CH:15]=1. The catalyst class is: 8. (4) Reactant: [C:1]([O:5][C:6]([NH:8][C@H:9]([CH2:21][C:22]1[CH:27]=[C:26]([F:28])[C:25]([F:29])=[CH:24][C:23]=1[F:30])[CH2:10][C:11]([N:13]1[CH2:17][CH2:16][S:15][CH:14]1[C:18]([OH:20])=O)=[O:12])=[O:7])([CH3:4])([CH3:3])[CH3:2].[CH2:31]([NH2:38])[C:32]1[CH:37]=[CH:36][CH:35]=[CH:34][CH:33]=1.CCN=C=NCCCN(C)C.CCN(CC)CC. Product: [CH2:31]([NH:38][C:18]([CH:14]1[N:13]([C:11](=[O:12])[CH2:10][C@H:9]([NH:8][C:6](=[O:7])[O:5][C:1]([CH3:2])([CH3:4])[CH3:3])[CH2:21][C:22]2[CH:27]=[C:26]([F:28])[C:25]([F:29])=[CH:24][C:23]=2[F:30])[CH2:17][CH2:16][S:15]1)=[O:20])[C:32]1[CH:37]=[CH:36][CH:35]=[CH:34][CH:33]=1. The catalyst class is: 2.